Predict the reaction yield, written as a fraction of the theoretical maximum amount of product (1.0 means a 100% yield; for example, 0.34 means a 34% yield). From a dataset of Reaction yield outcomes from USPTO patents with 853,638 reactions. (1) The reactants are [OH:1][C:2]1[CH:3]=[C:4]([CH:10]2[CH2:14][NH:13][C:12](=[O:15])[CH2:11]2)[CH:5]=[CH:6][C:7]=1[O:8][CH3:9].[C:16]1([CH2:22][CH2:23][CH2:24]Br)[CH:21]=[CH:20][CH:19]=[CH:18][CH:17]=1.C(=O)([O-])[O-].[K+].[K+]. The catalyst is CN(C)C=O. The product is [C:16]1([CH2:22][CH2:23][CH2:24][O:1][C:2]2[CH:3]=[C:4]([CH:10]3[CH2:14][NH:13][C:12](=[O:15])[CH2:11]3)[CH:5]=[CH:6][C:7]=2[O:8][CH3:9])[CH:21]=[CH:20][CH:19]=[CH:18][CH:17]=1. The yield is 0.720. (2) The reactants are [CH3:16][C:11]1([CH3:17])[C:12]([CH3:15])([CH3:14])[O:13][B:9]([B:9]2[O:13][C:12]([CH3:15])([CH3:14])[C:11]([CH3:17])([CH3:16])[O:10]2)[O:10]1.[Cl:19][C:20]1[CH:21]=[C:22]([CH:25]=[C:26](I)[CH:27]=1)[C:23]#[N:24].C([O-])(=O)C.[K+]. The catalyst is O1CCOCC1.C1C=CC(P(C2C=CC=CC=2)[C-]2C=CC=C2)=CC=1.C1C=CC(P(C2C=CC=CC=2)[C-]2C=CC=C2)=CC=1.Cl[Pd]Cl.[Fe+2].C(Cl)Cl. The product is [Cl:19][C:20]1[CH:21]=[C:22]([CH:25]=[C:26]([B:9]2[O:10][C:11]([CH3:16])([CH3:17])[C:12]([CH3:14])([CH3:15])[O:13]2)[CH:27]=1)[C:23]#[N:24]. The yield is 0.200. (3) The reactants are [CH2:1]([OH:4])[CH2:2][CH3:3].[H-].[Na+].Cl[C:8]1[N:16]=[C:15]([Cl:17])[CH:14]=[CH:13][C:9]=1[C:10]([NH2:12])=[O:11]. The catalyst is CN(C=O)C. The product is [Cl:17][C:15]1[CH:14]=[CH:13][C:9]([C:10]([NH2:12])=[O:11])=[C:8]([O:4][CH2:1][CH2:2][CH3:3])[N:16]=1. The yield is 0.680. (4) The reactants are [CH3:1][O:2][C:3]1[C:8]([O:9][CH3:10])=[CH:7][CH:6]=[CH:5][C:4]=1[C@H:11]([CH:13]1[CH2:18][CH2:17][N:16]([CH2:19][CH2:20][C:21]2[CH:26]=[CH:25][C:24]([F:27])=[CH:23][CH:22]=2)[CH2:15][CH2:14]1)[OH:12].O1CCCC1.S(=O)(=O)(O)O.[OH-].[Na+]. The catalyst is O. The product is [CH3:1][O:2][C:3]1[C:8]([O:9][CH3:10])=[CH:7][CH:6]=[CH:5][C:4]=1[CH:11]([CH:13]1[CH2:14][CH2:15][N:16]([CH2:19][CH2:20][C:21]2[CH:26]=[CH:25][C:24]([F:27])=[CH:23][CH:22]=2)[CH2:17][CH2:18]1)[OH:12]. The yield is 0.874.